The task is: Regression/Classification. Given a drug SMILES string, predict its absorption, distribution, metabolism, or excretion properties. Task type varies by dataset: regression for continuous measurements (e.g., permeability, clearance, half-life) or binary classification for categorical outcomes (e.g., BBB penetration, CYP inhibition). Dataset: cyp3a4_veith.. This data is from CYP3A4 inhibition data for predicting drug metabolism from PubChem BioAssay. (1) The compound is N[C@H](Cn1ccc(=O)n(Cc2ccccc2C(=O)O)c1=O)C(=O)O. The result is 0 (non-inhibitor). (2) The drug is COc1ccc(-c2nc3cnc(Oc4ccccc4)nc3n(CCC#N)c2=O)cc1. The result is 0 (non-inhibitor). (3) The result is 0 (non-inhibitor). The molecule is NS(=O)(=O)c1cccc2c1c([N+](=O)[O-])cc1[nH]c(=O)c(=O)[nH]c12. (4) The molecule is CCNc1nc(NCC)nc(ON=C(C)C)n1. The result is 0 (non-inhibitor). (5) The molecule is CCC[C@@H]1C[C@@]1(CCC)C(NS(=O)(=O)c1cccc2cccnc12)c1ccc(Cl)cc1. The result is 1 (inhibitor). (6) The compound is COCCn1c(=O)c(CCc2ccccc2)nc2cnc(OC)nc21. The result is 1 (inhibitor). (7) The molecule is CCC(C)NS(=O)(=O)c1ccc(OCC(=O)NCC2CCCO2)cc1. The result is 0 (non-inhibitor). (8) The drug is CC(C)[N+]1(C)[C@H]2CC[C@@H]1CC(C(=O)O[C@@H](CO)c1ccccc1)C2. The result is 0 (non-inhibitor). (9) The result is 0 (non-inhibitor). The drug is O=C(O)[C@@H](Br)[C@@H](Br)c1ccccc1[N+](=O)[O-].